Dataset: Catalyst prediction with 721,799 reactions and 888 catalyst types from USPTO. Task: Predict which catalyst facilitates the given reaction. (1) Reactant: Cl.[F:2][C@H:3]1[C@:8]([CH2:11][OH:12])([O:9][CH3:10])[CH2:7][CH2:6][NH:5][CH2:4]1.CCN(C(C)C)C(C)C.CN1C(=O)CCC1.Cl[C:30]1[N:38]2[C:34](=[N:35][C:36]3[CH:42]=[CH:41][CH:40]=[CH:39][C:37]=32)[C:33]([C:43]([NH2:45])=[O:44])=[C:32]2[CH2:46][C:47]([CH3:50])([CH3:49])[CH2:48][C:31]=12. Product: [F:2][C@H:3]1[C@:8]([CH2:11][OH:12])([O:9][CH3:10])[CH2:7][CH2:6][N:5]([C:30]2[N:38]3[C:34](=[N:35][C:36]4[CH:42]=[CH:41][CH:40]=[CH:39][C:37]=43)[C:33]([C:43]([NH2:45])=[O:44])=[C:32]3[CH2:46][C:47]([CH3:50])([CH3:49])[CH2:48][C:31]=23)[CH2:4]1. The catalyst class is: 6. (2) Reactant: [SH:1][C:2]1[CH:9]=[CH:8][C:5]([CH:6]=[O:7])=[CH:4][CH:3]=1.Cl[C:11]1[CH:19]=[CH:18][C:14]([C:15]([NH2:17])=[O:16])=[CH:13][N:12]=1.C(=O)([O-])[O-].[K+].[K+].CN(C)C=O. Product: [CH:6]([C:5]1[CH:8]=[CH:9][C:2]([S:1][C:11]2[CH:19]=[CH:18][C:14]([C:15]([NH2:17])=[O:16])=[CH:13][N:12]=2)=[CH:3][CH:4]=1)=[O:7]. The catalyst class is: 6. (3) Reactant: C(OC([N:8]1[CH2:13][CH2:12][N:11]([C:14]2[N:15]=[N:16][C:17]([C:25]([F:28])([F:27])[F:26])=[C:18]([C:20]3[CH:24]=[CH:23][S:22][CH:21]=3)[CH:19]=2)[CH2:10][CH2:9]1)=O)(C)(C)C.C(OC(N1CCN(C2N=NC(C(F)(F)F)=C(C3C=CC(F)=CC=3)C=2)CC1)=O)(C)(C)C. Product: [N:11]1([C:14]2[N:15]=[N:16][C:17]([C:25]([F:27])([F:26])[F:28])=[C:18]([C:20]3[CH:24]=[CH:23][S:22][CH:21]=3)[CH:19]=2)[CH2:10][CH2:9][NH:8][CH2:13][CH2:12]1. The catalyst class is: 5. (4) Product: [CH3:22][C:16]1[C:15]([NH:23][C:24]2([CH3:27])[CH2:25][CH2:26]2)=[N:14][C:13]2[C:18](=[CH:19][CH:20]=[CH:21][C:12]=2[C:6]2[NH:5][C:4]3[CH2:3][NH:2][C:9](=[O:10])[C:8]=3[CH:7]=2)[N:17]=1. Reactant: Cl.[NH2:2][CH2:3][C:4]1[NH:5][C:6]([C:12]2[CH:21]=[CH:20][CH:19]=[C:18]3[C:13]=2[N:14]=[C:15]([NH:23][CH:24]2[CH2:26][CH2:25]2)[C:16]([CH3:22])=[N:17]3)=[CH:7][C:8]=1[C:9](O)=[O:10].[CH2:27](Cl)Cl.CCN(C(C)C)C(C)C.F[P-](F)(F)(F)(F)F.N1(O[P+](N2CCCC2)(N2CCCC2)N2CCCC2)C2C=CC=CC=2N=N1. The catalyst class is: 3. (5) Reactant: [F:1][C:2]1[CH:7]=[CH:6][CH:5]=[CH:4][C:3]=1[S:8][CH2:9][CH2:10][C:11]([OH:13])=O. Product: [F:1][C:2]1[CH:7]=[CH:6][CH:5]=[C:4]2[C:3]=1[S:8][CH2:9][CH2:10][C:11]2=[O:13]. The catalyst class is: 65. (6) Reactant: C(OCCCC)CCC.[C:10]1([Li])[CH:15]=[CH:14][CH:13]=[CH:12][CH:11]=1.C(OCC)C.[CH3:22][C:23]1[CH:28]=[N:27][CH:26]=[CH:25][N:24]=1. Product: [CH3:22][C:23]1[C:28]([C:10]2[CH:15]=[CH:14][CH:13]=[CH:12][CH:11]=2)=[N:27][CH:26]=[CH:25][N:24]=1. The catalyst class is: 6. (7) Reactant: [C:1]([C:4]1[S:8][C:7]([N:9]2[CH2:14][CH2:13][N:12]([C:15]([O:17][C:18]([CH3:21])([CH3:20])[CH3:19])=[O:16])[CH2:11][CH2:10]2)=[N:6][CH:5]=1)([OH:3])=O.C1N=CN(C(N2C=NC=C2)=O)C=1.O[NH:35][C:36](=[NH:38])[CH3:37].ClCCCl.C(O)C. Product: [CH3:37][C:36]1[N:38]=[C:1]([C:4]2[S:8][C:7]([N:9]3[CH2:14][CH2:13][N:12]([C:15]([O:17][C:18]([CH3:21])([CH3:20])[CH3:19])=[O:16])[CH2:11][CH2:10]3)=[N:6][CH:5]=2)[O:3][N:35]=1. The catalyst class is: 3.